From a dataset of Reaction yield outcomes from USPTO patents with 853,638 reactions. Predict the reaction yield, written as a fraction of the theoretical maximum amount of product (1.0 means a 100% yield; for example, 0.34 means a 34% yield). (1) The reactants are [CH2:1]([O:8][C:9]([N:11]1[CH2:16][CH2:15][CH:14]([C:17](=[O:26])[NH:18][C:19]2[CH:24]=[C:23](Cl)[N:22]=[CH:21][N:20]=2)[CH2:13][CH2:12]1)=[O:10])[C:2]1[CH:7]=[CH:6][CH:5]=[CH:4][CH:3]=1.[F:27][C:28]1[C:33](B(O)O)=[C:32]([O:37][CH3:38])[CH:31]=[CH:30][CH:29]=1.C1(P(C2C=CC=CC=2)C2C=CC=CC=2)C=CC=CC=1. The catalyst is C(=O)([O-])[O-].[Na+].[Na+].O1CCOCC1.C([O-])(=O)C.[Pd+2].C([O-])(=O)C. The product is [CH2:1]([O:8][C:9]([N:11]1[CH2:16][CH2:15][CH:14]([C:17](=[O:26])[NH:18][C:19]2[CH:24]=[C:23]([C:33]3[C:32]([O:37][CH3:38])=[CH:31][CH:30]=[CH:29][C:28]=3[F:27])[N:22]=[CH:21][N:20]=2)[CH2:13][CH2:12]1)=[O:10])[C:2]1[CH:7]=[CH:6][CH:5]=[CH:4][CH:3]=1. The yield is 0.0400. (2) The reactants are [Br:1][CH2:2][C:3]1[CH:8]=[CH:7][C:6]([S:9](Cl)(=[O:11])=[O:10])=[CH:5][CH:4]=1.C(=O)([O-])[O-].[K+].[K+].[CH3:19][NH2:20]. The catalyst is C1COCC1. The product is [Br:1][CH2:2][C:3]1[CH:8]=[CH:7][C:6]([S:9]([NH:20][CH3:19])(=[O:11])=[O:10])=[CH:5][CH:4]=1. The yield is 0.710. (3) The reactants are C[Al](C)C.[NH2:5][C:6]1[CH:13]=[CH:12][C:9]([C:10]#[N:11])=[CH:8][N:7]=1.[Si:14]([O:31][CH2:32][CH2:33][O:34][CH2:35][C@H:36]([OH:41])[C:37](OC)=[O:38])([C:27]([CH3:30])([CH3:29])[CH3:28])([C:21]1[CH:26]=[CH:25][CH:24]=[CH:23][CH:22]=1)[C:15]1[CH:20]=[CH:19][CH:18]=[CH:17][CH:16]=1. The catalyst is C1(C)C=CC=CC=1. The product is [Si:14]([O:31][CH2:32][CH2:33][O:34][CH2:35][C@H:36]([OH:41])[C:37]([NH:5][C:6]1[CH:13]=[CH:12][C:9]([C:10]#[N:11])=[CH:8][N:7]=1)=[O:38])([C:27]([CH3:30])([CH3:28])[CH3:29])([C:21]1[CH:26]=[CH:25][CH:24]=[CH:23][CH:22]=1)[C:15]1[CH:16]=[CH:17][CH:18]=[CH:19][CH:20]=1. The yield is 0.664. (4) The reactants are [Cl:1][C:2]1[CH:10]=[C:9]2[C:5]([CH:6]=[CH:7][NH:8]2)=[CH:4][C:3]=1[C:11]1[CH:16]=[CH:15][C:14]([O:17][CH2:18][CH3:19])=[CH:13][CH:12]=1.N1C=CC=CC=1.[Cl:26][C:27]([Cl:32])([Cl:31])[C:28](Cl)=[O:29].Cl. The catalyst is C1COCC1. The product is [Cl:26][C:27]([Cl:32])([Cl:31])[C:28]([C:6]1[C:5]2[C:9](=[CH:10][C:2]([Cl:1])=[C:3]([C:11]3[CH:16]=[CH:15][C:14]([O:17][CH2:18][CH3:19])=[CH:13][CH:12]=3)[CH:4]=2)[NH:8][CH:7]=1)=[O:29]. The yield is 0.0900. (5) The reactants are [Cl:1][C:2]1[CH:3]=[C:4]2[C:9](=[CH:10][C:11]=1[F:12])[NH:8][C:7](=[O:13])[C:6]([CH:14]=O)=[CH:5]2.[CH3:16][C:17]([S@:20]([NH2:22])=[O:21])([CH3:19])[CH3:18]. The catalyst is CC(C)[O-].[Ti+4].CC(C)[O-].CC(C)[O-].CC(C)[O-].C1COCC1. The product is [Cl:1][C:2]1[CH:3]=[C:4]2[C:9](=[CH:10][C:11]=1[F:12])[NH:8][C:7](=[O:13])[C:6](/[CH:14]=[N:22]/[S@@:20]([C:17]([CH3:19])([CH3:18])[CH3:16])=[O:21])=[CH:5]2. The yield is 1.00.